Task: Predict the product of the given reaction.. Dataset: Forward reaction prediction with 1.9M reactions from USPTO patents (1976-2016) Given the reactants [N:1]([CH2:4][C:5]([C:13]1[CH:18]=[CH:17][C:16]([F:19])=[CH:15][C:14]=1[F:20])([OH:12])[CH2:6][N:7]1[CH:11]=[N:10][CH:9]=[N:8]1)=[N+:2]=[N-:3].[CH2:21]([OH:24])[C:22]#[CH:23].O=C1O[C@H]([C@H](CO)O)C([O-])=C1O.[Na+], predict the reaction product. The product is: [F:20][C:14]1[CH:15]=[C:16]([F:19])[CH:17]=[CH:18][C:13]=1[C:5]([OH:12])([CH2:6][N:7]1[CH:11]=[N:10][CH:9]=[N:8]1)[CH2:4][N:1]1[CH:23]=[C:22]([CH2:21][OH:24])[N:3]=[N:2]1.